Dataset: Retrosynthesis with 50K atom-mapped reactions and 10 reaction types from USPTO. Task: Predict the reactants needed to synthesize the given product. (1) Given the product CN(c1ccccc1)c1ccc(Cl)cc1[N+](=O)[O-], predict the reactants needed to synthesize it. The reactants are: CNc1ccccc1.O=[N+]([O-])c1cc(Cl)ccc1F. (2) The reactants are: OCc1cc(Br)ccc1Cl. Given the product O=Cc1cc(Br)ccc1Cl, predict the reactants needed to synthesize it. (3) Given the product CSCCC(=O)NC1(c2ccccc2Cl)CCC=CC1=O, predict the reactants needed to synthesize it. The reactants are: CSCCC(=O)O.NC1(c2ccccc2Cl)CCC=CC1=O.